From a dataset of NCI-60 drug combinations with 297,098 pairs across 59 cell lines. Regression. Given two drug SMILES strings and cell line genomic features, predict the synergy score measuring deviation from expected non-interaction effect. Drug 1: CCCCC(=O)OCC(=O)C1(CC(C2=C(C1)C(=C3C(=C2O)C(=O)C4=C(C3=O)C=CC=C4OC)O)OC5CC(C(C(O5)C)O)NC(=O)C(F)(F)F)O. Drug 2: CC=C1C(=O)NC(C(=O)OC2CC(=O)NC(C(=O)NC(CSSCCC=C2)C(=O)N1)C(C)C)C(C)C. Cell line: BT-549. Synergy scores: CSS=35.5, Synergy_ZIP=-3.49, Synergy_Bliss=-9.05, Synergy_Loewe=-7.67, Synergy_HSA=-5.15.